This data is from Forward reaction prediction with 1.9M reactions from USPTO patents (1976-2016). The task is: Predict the product of the given reaction. (1) Given the reactants [Br:1][C:2]1[N:7]=[C:6]([C@@:8]([NH:22][S@@](C(C)(C)C)=O)([C@@H:10]([F:21])[C@H:11]([O:16][Si](C)(C)C)[C:12]([F:15])([F:14])[F:13])[CH3:9])[C:5]([F:29])=[CH:4][CH:3]=1.Cl.C([O-])(O)=O.[Na+], predict the reaction product. The product is: [NH2:22][C@@:8]([C:6]1[C:5]([F:29])=[CH:4][CH:3]=[C:2]([Br:1])[N:7]=1)([CH3:9])[C@@H:10]([F:21])[C@H:11]([OH:16])[C:12]([F:14])([F:13])[F:15]. (2) Given the reactants [C:1]([C:3]1[CH:4]=[C:5]2[C:9](=[CH:10][CH:11]=1)[N:8]([S:12]([C:15]1[CH:20]=[CH:19][C:18]([O:21][CH3:22])=[CH:17][C:16]=1[O:23][CH3:24])(=[O:14])=[O:13])[C:7](=[O:25])[C@@:6]2([NH:35][C:36]([N:38]1[CH2:43][CH2:42][N:41]([CH:44]2[CH2:49][CH2:48][NH:47][CH2:46][CH2:45]2)[CH2:40][CH2:39]1)=[O:37])[C:26]1[C:27]([O:32][CH2:33][CH3:34])=[N:28][CH:29]=[CH:30][CH:31]=1)#[N:2].[O:50]1[CH2:53][C:52](=O)[CH2:51]1.[O-]S([O-])(=O)=O.[Na+].[Na+].[Na].[OH-].[Na+], predict the reaction product. The product is: [C:1]([C:3]1[CH:4]=[C:5]2[C:9](=[CH:10][CH:11]=1)[N:8]([S:12]([C:15]1[CH:20]=[CH:19][C:18]([O:21][CH3:22])=[CH:17][C:16]=1[O:23][CH3:24])(=[O:14])=[O:13])[C:7](=[O:25])[C@@:6]2([NH:35][C:36]([N:38]1[CH2:43][CH2:42][N:41]([CH:44]2[CH2:45][CH2:46][N:47]([CH:52]3[CH2:53][O:50][CH2:51]3)[CH2:48][CH2:49]2)[CH2:40][CH2:39]1)=[O:37])[C:26]1[C:27]([O:32][CH2:33][CH3:34])=[N:28][CH:29]=[CH:30][CH:31]=1)#[N:2]. (3) Given the reactants [CH3:1][C@@H:2]1[O:7][C@@H:6]([O:8][C@@H:9]2[C:14]3=[C:15]([OH:32])[C:16]4[C:28](=[O:29])[C:27]5[C:22](=[CH:23][CH:24]=[CH:25][C:26]=5[O:30][CH3:31])[C:20](=[O:21])[C:17]=4[C:18]([OH:19])=[C:13]3[CH2:12][C@@:11]([OH:37])([C:33]([CH2:35][OH:36])=[O:34])[CH2:10]2)[CH2:5][C@H:4]([NH2:38])[C@@H:3]1[OH:39].Cl.C1C2C(=O)C3C(=CC4C(C=3)=CC=CC=4)C(=O)C=2C=CC=1, predict the reaction product. The product is: [CH3:1][C@@H:2]1[O:7][C@@H:6]([O:8][C@@H:9]2[C:14]3=[C:15]([OH:32])[C:16]4[C:28](=[O:29])[C:27]5[C:22](=[CH:23][CH:24]=[CH:25][C:26]=5[O:30][CH3:31])[C:20](=[O:21])[C:17]=4[C:18]([OH:19])=[C:13]3[CH2:12][C@@:11]([OH:37])([C:33]([CH2:35][OH:36])=[O:34])[CH2:10]2)[CH2:5][C@H:4]([NH2:38])[C@@H:3]1[OH:39]. (4) The product is: [CH3:1][C:2]1[C:7]([CH3:8])=[CH:6][N:5]=[C:4]([NH2:9])[CH:3]=1. Given the reactants [CH3:1][C:2]1[C:7]([CH3:8])=[CH:6][N:5]=[C:4]([N:9]2C(=O)C3C=CC=CC=3OC2(C)C)[CH:3]=1.C([O-])([O-])=O.[Na+].[Na+], predict the reaction product. (5) Given the reactants [NH2:1][CH2:2][CH2:3][N:4]1[C:12]([C:13]2[CH:18]=[CH:17][CH:16]=[CH:15][CH:14]=2)=[C:11]2[C:6]([N:7]([CH3:22])[C:8](=[O:21])[N:9]([CH3:20])[C:10]2=[O:19])=[CH:5]1.[CH3:23][C:24]1[O:28][C:27]([CH:29]=O)=[CH:26][CH:25]=1, predict the reaction product. The product is: [CH3:22][N:7]1[C:6]2=[C:5]3[CH:29]([C:27]4[O:28][C:24]([CH3:23])=[CH:25][CH:26]=4)[NH:1][CH2:2][CH2:3][N:4]3[C:12]([C:13]3[CH:18]=[CH:17][CH:16]=[CH:15][CH:14]=3)=[C:11]2[C:10](=[O:19])[N:9]([CH3:20])[C:8]1=[O:21].